Dataset: Full USPTO retrosynthesis dataset with 1.9M reactions from patents (1976-2016). Task: Predict the reactants needed to synthesize the given product. (1) Given the product [CH2:1]([S:6][C:7]1[S:8][C:9]2[CH:15]=[C:14]([S:16]([NH:19][C@H:20]([CH3:24])[C:21]([Cl:28])=[O:22])(=[O:18])=[O:17])[CH:13]=[CH:12][C:10]=2[N:11]=1)[CH2:2][CH2:3][CH2:4][CH3:5], predict the reactants needed to synthesize it. The reactants are: [CH2:1]([S:6][C:7]1[S:8][C:9]2[CH:15]=[C:14]([S:16]([NH:19][C@H:20]([CH3:24])[C:21](O)=[O:22])(=[O:18])=[O:17])[CH:13]=[CH:12][C:10]=2[N:11]=1)[CH2:2][CH2:3][CH2:4][CH3:5].C(Cl)(=O)C([Cl:28])=O.CN(C=O)C. (2) Given the product [CH:1]([C:4]1[CH:5]=[C:6]([C:14]2[CH:19]=[N:18][CH:17]=[CH:16][N:15]=2)[CH:7]=[CH:8][CH:9]=1)([CH3:3])[CH3:2], predict the reactants needed to synthesize it. The reactants are: [CH:1]([C:4]1[CH:5]=[C:6](B(O)O)[CH:7]=[CH:8][CH:9]=1)([CH3:3])[CH3:2].Cl[C:14]1[CH:19]=[N:18][CH:17]=[CH:16][N:15]=1.